Dataset: Reaction yield outcomes from USPTO patents with 853,638 reactions. Task: Predict the reaction yield, written as a fraction of the theoretical maximum amount of product (1.0 means a 100% yield; for example, 0.34 means a 34% yield). (1) The reactants are [CH2:1]([OH:12])[CH2:2][CH2:3][CH2:4][CH2:5][CH2:6][CH2:7][CH2:8][CH2:9][C:10]#[CH:11].[C:13]([O:16][CH:17]1[CH:22]([N:23]([CH3:25])[CH3:24])[CH2:21][CH:20]([CH3:26])[O:19][CH:18]1F)(=[O:15])[CH3:14].B(F)(F)F.CCOCC. The catalyst is C(OCC)(=O)C. The product is [C:13]([O:16][CH:17]1[CH:22]([N:23]([CH3:24])[CH3:25])[CH2:21][CH:20]([CH3:26])[O:19][CH:18]1[O:12][CH2:1][CH2:2][CH2:3][CH2:4][CH2:5][CH2:6][CH2:7][CH2:8][CH2:9][C:10]#[CH:11])(=[O:15])[CH3:14]. The yield is 0.520. (2) The product is [CH3:15][S:16]([O:1][CH:2]1[CH2:7][CH2:6][CH2:5][N:4]([C:8]([O:10][C:11]([CH3:14])([CH3:13])[CH3:12])=[O:9])[CH2:3]1)(=[O:18])=[O:17]. The yield is 1.00. The reactants are [OH:1][CH:2]1[CH2:7][CH2:6][CH2:5][N:4]([C:8]([O:10][C:11]([CH3:14])([CH3:13])[CH3:12])=[O:9])[CH2:3]1.[CH3:15][S:16](Cl)(=[O:18])=[O:17]. The catalyst is C(Cl)Cl.